This data is from Forward reaction prediction with 1.9M reactions from USPTO patents (1976-2016). The task is: Predict the product of the given reaction. (1) Given the reactants [CH:1]([C:3]1[CH:8]=[CH:7][C:6](B(O)O)=[CH:5][CH:4]=1)=[CH2:2].Cl[C:13]1[CH:18]=[CH:17][C:16]([C:19]2[CH:20]=[N:21][CH:22]=[CH:23][CH:24]=2)=[CH:15][CH:14]=1.F[K].C(P)(C)(C)C.P(C(C)(C)C)(C(C)(C)C)C(C)(C)C, predict the reaction product. The product is: [CH:1]([C:3]1[CH:8]=[CH:7][C:6]([C:13]2[CH:14]=[CH:15][C:16]([C:19]3[CH:20]=[N:21][CH:22]=[CH:23][CH:24]=3)=[CH:17][CH:18]=2)=[CH:5][CH:4]=1)=[CH2:2]. (2) Given the reactants [CH3:1][N:2]1[CH2:7][CH2:6][N:5]([C:8]2[N:13]3[C:14]([CH2:30][OH:31])=[C:15]([CH2:17][N:18]([CH3:29])[C@@H:19]4[C:28]5[N:27]=[CH:26][CH:25]=[CH:24][C:23]=5[CH2:22][CH2:21][CH2:20]4)[N:16]=[C:12]3[CH:11]=[CH:10][CH:9]=2)[CH2:4][CH2:3]1, predict the reaction product. The product is: [CH3:1][N:2]1[CH2:7][CH2:6][N:5]([C:8]2[N:13]3[C:14]([CH:30]=[O:31])=[C:15]([CH2:17][N:18]([CH3:29])[C@@H:19]4[C:28]5[N:27]=[CH:26][CH:25]=[CH:24][C:23]=5[CH2:22][CH2:21][CH2:20]4)[N:16]=[C:12]3[CH:11]=[CH:10][CH:9]=2)[CH2:4][CH2:3]1. (3) Given the reactants [I:1]NC(=O)CCC(N)=O.[CH3:10][O:11][C:12]1[CH:13]=[C:14]([CH2:20][CH2:21][NH2:22])[CH:15]=[CH:16][C:17]=1[O:18][CH3:19].FC(F)(F)C(O)=O, predict the reaction product. The product is: [I:1][C:15]1[CH:16]=[C:17]([O:18][CH3:19])[C:12]([O:11][CH3:10])=[CH:13][C:14]=1[CH2:20][CH2:21][NH2:22]. (4) Given the reactants [CH2:1]([C:4]1[NH:8][N:7]=[C:6]([C:9]2[CH:14]=[CH:13][C:12]([CH3:15])=[CH:11][C:10]=2[F:16])[C:5]=1[C:17]1[CH:22]=[CH:21][CH:20]=[CH:19][CH:18]=1)[CH:2]=C.ClCCl.[BH4-].[Na+].C[OH:29], predict the reaction product. The product is: [F:16][C:10]1[CH:11]=[C:12]([CH3:15])[CH:13]=[CH:14][C:9]=1[C:6]1[C:5]([C:17]2[CH:22]=[CH:21][CH:20]=[CH:19][CH:18]=2)=[C:4]([CH2:1][CH2:2][OH:29])[NH:8][N:7]=1. (5) The product is: [C:18]([O:22][C:23]([NH:25][CH2:26][CH2:27][N:28]([C:1]([O:10][CH2:11][CH2:12][Si:13]([CH3:14])([CH3:15])[CH3:16])=[O:17])[CH2:29][C:30]([O:32][CH2:33][CH3:34])=[O:31])=[O:24])([CH3:21])([CH3:20])[CH3:19]. Given the reactants [C:1](=[O:17])([O:10][CH2:11][CH2:12][Si:13]([CH3:16])([CH3:15])[CH3:14])ON1C(=O)CCC1=O.[C:18]([O:22][C:23]([NH:25][CH2:26][CH2:27][NH:28][CH2:29][C:30]([O:32][CH2:33][CH3:34])=[O:31])=[O:24])([CH3:21])([CH3:20])[CH3:19].C([O-])([O-])=O.[K+].[K+], predict the reaction product. (6) Given the reactants [H-].[Na+].[CH2:3]([C:7]1[CH:8]=[C:9]([NH:24][C:25]([C:27]2[C:28]([CH3:34])=[N:29][N:30]([CH3:33])[C:31]=2[CH3:32])=[O:26])[CH:10]=[CH:11][C:12]=1[C:13]([O:22][CH3:23])([C:18]([F:21])([F:20])[F:19])[C:14]([F:17])([F:16])[F:15])[CH:4]([CH3:6])[CH3:5].[CH2:35]([O:37][CH2:38]Cl)[CH3:36].Cl, predict the reaction product. The product is: [CH2:35]([O:37][CH2:38][N:24]([C:9]1[CH:10]=[CH:11][C:12]([C:13]([O:22][CH3:23])([C:14]([F:17])([F:15])[F:16])[C:18]([F:20])([F:21])[F:19])=[C:7]([CH2:3][CH:4]([CH3:6])[CH3:5])[CH:8]=1)[C:25]([C:27]1[C:28]([CH3:34])=[N:29][N:30]([CH3:33])[C:31]=1[CH3:32])=[O:26])[CH3:36].